Task: Predict the reactants needed to synthesize the given product.. Dataset: Full USPTO retrosynthesis dataset with 1.9M reactions from patents (1976-2016) (1) Given the product [F:26][C:27]1[CH:28]=[C:29]([C:2]2[CH:3]=[N:4][CH:5]=[C:6]3[C:11]=2[N:10]=[C:9]([C:12]([NH:14][CH2:15][C:16]2[CH:21]=[CH:20][C:19]([S:22]([CH3:25])(=[O:24])=[O:23])=[CH:18][CH:17]=2)=[O:13])[CH:8]=[CH:7]3)[CH:30]=[CH:31][C:32]=1[F:33], predict the reactants needed to synthesize it. The reactants are: Br[C:2]1[CH:3]=[N:4][CH:5]=[C:6]2[C:11]=1[N:10]=[C:9]([C:12]([NH:14][CH2:15][C:16]1[CH:21]=[CH:20][C:19]([S:22]([CH3:25])(=[O:24])=[O:23])=[CH:18][CH:17]=1)=[O:13])[CH:8]=[CH:7]2.[F:26][C:27]1[CH:28]=[C:29](B(O)O)[CH:30]=[CH:31][C:32]=1[F:33].C(=O)([O-])[O-].[Cs+].[Cs+]. (2) The reactants are: [Si]([O:8][CH2:9][CH2:10][C:11]1[C:12]([F:19])=[C:13]([CH:16]=[CH:17][CH:18]=1)[CH:14]=O)(C(C)(C)C)(C)C.FC(F)(F)C(O)=O.FC(F)(F)C([N:31]1[CH2:36][C:35]2([CH2:41][CH2:40][NH:39][CH2:38][CH2:37]2)[O:34][CH2:33][CH2:32]1)=O.C(O[BH-](OC(=O)C)OC(=O)C)(=O)C.[Na+].CCCC[N+](CCCC)(CCCC)CCCC.[F-].N. Given the product [O:34]1[C:35]2([CH2:41][CH2:40][N:39]([CH2:14][C:13]3[C:12]([F:19])=[C:11]([CH2:10][CH2:9][OH:8])[CH:18]=[CH:17][CH:16]=3)[CH2:38][CH2:37]2)[CH2:36][NH:31][CH2:32][CH2:33]1, predict the reactants needed to synthesize it. (3) Given the product [F:58][C:59]([F:64])([F:63])[C:60]([OH:62])=[O:61].[Cl:1][C:2]1[C:3]([F:57])=[C:4]([C@@H:8]2[C@:12]([C:15]3[CH:20]=[CH:19][C:18]([Cl:21])=[CH:17][C:16]=3[F:22])([C:13]#[N:14])[C@H:11]([CH2:23][C:24]([CH3:25])([CH3:26])[CH3:27])[NH:10][C@H:9]2[C:28]([NH:30][C:31]2[CH:54]=[CH:53][C:34]([C:35]([O:37][CH2:38][CH2:39][O:40][P:41]([OH:48])([OH:43])=[O:42])=[O:36])=[CH:33][C:32]=2[O:55][CH3:56])=[O:29])[CH:5]=[CH:6][CH:7]=1, predict the reactants needed to synthesize it. The reactants are: [Cl:1][C:2]1[C:3]([F:57])=[C:4]([C@@H:8]2[C@:12]([C:15]3[CH:20]=[CH:19][C:18]([Cl:21])=[CH:17][C:16]=3[F:22])([C:13]#[N:14])[C@H:11]([CH2:23][C:24]([CH3:27])([CH3:26])[CH3:25])[NH:10][C@H:9]2[C:28]([NH:30][C:31]2[CH:54]=[CH:53][C:34]([C:35]([O:37][CH2:38][CH2:39][O:40][P:41]([O:48]C(C)(C)C)([O:43]C(C)(C)C)=[O:42])=[O:36])=[CH:33][C:32]=2[O:55][CH3:56])=[O:29])[CH:5]=[CH:6][CH:7]=1.[F:58][C:59]([F:64])([F:63])[C:60]([OH:62])=[O:61]. (4) Given the product [I:1][C:2]1[CH:9]=[CH:8][CH:7]=[CH:6][C:3]=1[CH2:4][O:5][CH2:19][O:20][CH3:21], predict the reactants needed to synthesize it. The reactants are: [I:1][C:2]1[CH:9]=[CH:8][CH:7]=[CH:6][C:3]=1[CH2:4][OH:5].CCN(C(C)C)C(C)C.[CH2:19](Cl)[O:20][CH3:21].[NH4+].[Cl-]. (5) Given the product [NH:11]1[CH2:14][CH2:9][CH:10]([NH:11][C:14]([C:16]2[C:21]([C:22]3[CH:27]=[CH:26][CH:25]=[C:24]([C:28]([F:30])([F:29])[F:31])[CH:23]=3)=[CH:20][C:19]([CH3:32])=[C:18]([C:33]([N:35]3[CH2:36][CH2:37][CH:38]([N:41]4[CH2:42][CH2:43][CH2:44][CH2:45]4)[CH2:39][CH2:40]3)=[O:34])[N:17]=2)=[O:15])[CH2:9][CH2:10]1, predict the reactants needed to synthesize it. The reactants are: C(OC(N1CC[N:11]([C:14]([C:16]2[C:21]([C:22]3[CH:27]=[CH:26][CH:25]=[C:24]([C:28]([F:31])([F:30])[F:29])[CH:23]=3)=[CH:20][C:19]([CH3:32])=[C:18]([C:33]([N:35]3[CH2:40][CH2:39][CH:38]([N:41]4[CH2:45][CH2:44][CH2:43][CH2:42]4)[CH2:37][CH2:36]3)=[O:34])[N:17]=2)=[O:15])[CH2:10][CH2:9]1)=O)(C)(C)C.Cl. (6) Given the product [Br:1][C:2]1[CH:10]=[C:9]2[C:5]([CH2:6][C:7](=[O:11])[N:8]2[C:22]([O:21][C:18]([CH3:20])([CH3:19])[CH3:17])=[O:23])=[CH:4][CH:3]=1, predict the reactants needed to synthesize it. The reactants are: [Br:1][C:2]1[CH:10]=[C:9]2[C:5]([CH2:6][C:7](=[O:11])[NH:8]2)=[CH:4][CH:3]=1.C([O-])(O)=O.[Na+].[CH3:17][C:18]([O:21][C:22](O[C:22]([O:21][C:18]([CH3:20])([CH3:19])[CH3:17])=[O:23])=[O:23])([CH3:20])[CH3:19].